From a dataset of Full USPTO retrosynthesis dataset with 1.9M reactions from patents (1976-2016). Predict the reactants needed to synthesize the given product. Given the product [C:14]([NH:22][C:23]1[CH:32]=[C:31]([C:6]#[C:5][Si:2]([CH3:4])([CH3:3])[CH3:1])[CH:30]=[CH:29][C:24]=1[C:25]([O:27][CH3:28])=[O:26])(=[O:21])[C:15]1[CH:16]=[CH:17][CH:18]=[CH:19][CH:20]=1, predict the reactants needed to synthesize it. The reactants are: [CH3:1][Si:2]([C:5]#[CH:6])([CH3:4])[CH3:3].C1(C)C=CC=CC=1.[C:14]([NH:22][C:23]1[CH:32]=[C:31](Br)[CH:30]=[CH:29][C:24]=1[C:25]([O:27][CH3:28])=[O:26])(=[O:21])[C:15]1[CH:20]=[CH:19][CH:18]=[CH:17][CH:16]=1.Cl.